Predict which catalyst facilitates the given reaction. From a dataset of Catalyst prediction with 721,799 reactions and 888 catalyst types from USPTO. (1) Reactant: [O:1]1[C:3]2([CH2:8][CH2:7][CH2:6][CH:5]([C:9]([O:11][CH3:12])=[O:10])[CH2:4]2)[CH2:2]1.[CH2:13]([NH2:18])[C:14]([CH3:17])([CH3:16])[CH3:15].C1N=CN([C:24](N2C=NC=C2)=[O:25])C=1. Product: [CH2:13]([N:18]1[CH2:2][C:3]2([CH2:8][CH2:7][CH2:6][CH:5]([C:9]([O:11][CH3:12])=[O:10])[CH2:4]2)[O:1][C:24]1=[O:25])[C:14]([CH3:17])([CH3:16])[CH3:15]. The catalyst class is: 5. (2) Reactant: [OH-].[Na+].CO.[CH:5]1([C:8]2[CH:13]=[C:12]([CH2:14][N:15]3[CH2:20][CH2:19][CH:18]([N:21]4[CH2:30][CH2:29][C:28]5[N:27]=[C:26]([CH2:31][CH2:32][CH3:33])[C:25]([C:34]([O:36]C)=[O:35])=[CH:24][C:23]=5[C:22]4=[O:38])[CH2:17][CH2:16]3)[C:11]([O:39][CH2:40][CH3:41])=[CH:10][C:9]=2[C:42]2[CH:47]=[CH:46][C:45]([F:48])=[CH:44][CH:43]=2)[CH2:7][CH2:6]1.Cl. Product: [CH:5]1([C:8]2[CH:13]=[C:12]([CH2:14][N:15]3[CH2:20][CH2:19][CH:18]([N:21]4[CH2:30][CH2:29][C:28]5[N:27]=[C:26]([CH2:31][CH2:32][CH3:33])[C:25]([C:34]([OH:36])=[O:35])=[CH:24][C:23]=5[C:22]4=[O:38])[CH2:17][CH2:16]3)[C:11]([O:39][CH2:40][CH3:41])=[CH:10][C:9]=2[C:42]2[CH:43]=[CH:44][C:45]([F:48])=[CH:46][CH:47]=2)[CH2:6][CH2:7]1. The catalyst class is: 476. (3) Reactant: [F:1][C:2]1[CH:3]=[C:4]([CH:9]=[CH:10][CH:11]=1)[O:5][CH2:6][CH2:7][NH2:8].C(=O)([O-])[O-].[K+].[K+].[Br:18][CH2:19][C:20](Br)=[O:21].O. Product: [Br:18][CH2:19][C:20]([NH:8][CH2:7][CH2:6][O:5][C:4]1[CH:9]=[CH:10][CH:11]=[C:2]([F:1])[CH:3]=1)=[O:21]. The catalyst class is: 4. (4) Reactant: [C:1]1(=[O:7])[CH2:6][CH2:5][CH2:4][CH2:3][CH2:2]1.II.[CH2:10](O)[CH2:11][OH:12]. Product: [O:7]1[C:1]2([CH2:6][CH2:5][CH2:4][CH2:3][CH2:2]2)[O:12][CH2:11][CH2:10]1. The catalyst class is: 13. (5) Reactant: S([CH2:5][CH2:6][C:7]#[C:8][C:9]1[CH:14]=[CH:13][CH:12]=[C:11]([CH3:15])[CH:10]=1)(C)(=O)=O.[CH2:16]([C:23]1([OH:29])[CH2:28][CH2:27][NH:26][CH2:25][CH2:24]1)[C:17]1[CH:22]=[CH:21][CH:20]=[CH:19][CH:18]=1.C([O-])([O-])=O.[K+].[K+]. Product: [CH2:16]([C:23]1([OH:29])[CH2:28][CH2:27][N:26]([CH2:5][CH2:6][C:7]#[C:8][C:9]2[CH:14]=[CH:13][CH:12]=[C:11]([CH3:15])[CH:10]=2)[CH2:25][CH2:24]1)[C:17]1[CH:18]=[CH:19][CH:20]=[CH:21][CH:22]=1. The catalyst class is: 23. (6) Product: [Br-:1].[C:8]1([C:11]2[CH:16]=[CH:15][CH:14]=[CH:13][CH:12]=2)[CH:9]=[CH:10][C:5]([C:3](=[O:4])[CH2:2][N+:20]23[CH2:24][CH2:23][O:22][CH:21]2[O:17][CH2:18][CH2:19]3)=[CH:6][CH:7]=1. The catalyst class is: 32. Reactant: [Br:1][CH2:2][C:3]([C:5]1[CH:10]=[CH:9][C:8]([C:11]2[CH:16]=[CH:15][CH:14]=[CH:13][CH:12]=2)=[CH:7][CH:6]=1)=[O:4].[O:17]1[CH:21]2[O:22][CH2:23][CH2:24][N:20]2[CH2:19][CH2:18]1. (7) Reactant: [CH3:1][C:2]([NH2:6])([C:4]#[CH:5])[CH3:3].[C:7](O[C:7]([O:9][C:10]([CH3:13])([CH3:12])[CH3:11])=[O:8])([O:9][C:10]([CH3:13])([CH3:12])[CH3:11])=[O:8]. Product: [CH3:1][C:2]([NH:6][C:7](=[O:8])[O:9][C:10]([CH3:13])([CH3:12])[CH3:11])([C:4]#[CH:5])[CH3:3]. The catalyst class is: 7. (8) Reactant: Br[C:2]1[CH:7]=[CH:6][C:5]([C:8]2[NH:9][C:10](=[O:19])[C:11]3[C:16]([CH:17]=2)=[C:15]([CH3:18])[CH:14]=[CH:13][CH:12]=3)=[CH:4][CH:3]=1.[CH3:20][N:21](C=O)C. Product: [CH3:18][C:15]1[CH:14]=[CH:13][CH:12]=[C:11]2[C:16]=1[CH:17]=[C:8]([C:5]1[CH:6]=[CH:7][C:2]([C:20]#[N:21])=[CH:3][CH:4]=1)[NH:9][C:10]2=[O:19]. The catalyst class is: 267.